From a dataset of Tyrosyl-DNA phosphodiesterase HTS with 341,365 compounds. Binary Classification. Given a drug SMILES string, predict its activity (active/inactive) in a high-throughput screening assay against a specified biological target. (1) The drug is O(c1ccc(c2nc3c(c(c2)C(=O)N\N=C(\c2cccnc2)C)cccc3)cc1)CC. The result is 0 (inactive). (2) The drug is O=C(N1CCN(CC1)c1cc(N2CCCCC2)c([N+]([O-])=O)cc1)COc1ccccc1. The result is 0 (inactive).